This data is from Forward reaction prediction with 1.9M reactions from USPTO patents (1976-2016). The task is: Predict the product of the given reaction. (1) Given the reactants C(OC([NH:8][C:9]1[N:14]=[CH:13][C:12]([CH2:15][N:16]2[CH2:21][CH2:20][N:19]([C:22]([O:24][CH2:25][C:26]3[CH:31]=[CH:30][CH:29]=[CH:28][CH:27]=3)=[O:23])[CH2:18][CH2:17]2)=[CH:11][CH:10]=1)=O)(C)(C)C.C(O)(C(F)(F)F)=O, predict the reaction product. The product is: [NH2:8][C:9]1[N:14]=[CH:13][C:12]([CH2:15][N:16]2[CH2:21][CH2:20][N:19]([C:22]([O:24][CH2:25][C:26]3[CH:27]=[CH:28][CH:29]=[CH:30][CH:31]=3)=[O:23])[CH2:18][CH2:17]2)=[CH:11][CH:10]=1. (2) Given the reactants [OH:1][CH2:2][C:3]1[N:4]=[CH:5][N:6]([C:8]([C:21]2[CH:26]=[CH:25][CH:24]=[CH:23][CH:22]=2)([C:15]2[CH:20]=[CH:19][CH:18]=[CH:17][CH:16]=2)[C:9]2[CH:14]=[CH:13][CH:12]=[CH:11][CH:10]=2)[CH:7]=1.CCN(CC)CC.O, predict the reaction product. The product is: [C:21]1([C:8]([C:9]2[CH:14]=[CH:13][CH:12]=[CH:11][CH:10]=2)([C:15]2[CH:16]=[CH:17][CH:18]=[CH:19][CH:20]=2)[N:6]2[CH:7]=[C:3]([CH:2]=[O:1])[N:4]=[CH:5]2)[CH:26]=[CH:25][CH:24]=[CH:23][CH:22]=1. (3) Given the reactants [O:1]=[C:2]1[CH2:8][CH2:7][CH2:6][CH2:5][CH2:4][N:3]1[CH:9]1[CH2:14][CH2:13][N:12](C(OCC2C=CC=CC=2)=O)[CH2:11][CH2:10]1, predict the reaction product. The product is: [NH:12]1[CH2:11][CH2:10][CH:9]([N:3]2[CH2:4][CH2:5][CH2:6][CH2:7][CH2:8][C:2]2=[O:1])[CH2:14][CH2:13]1. (4) Given the reactants [C:1]([C:5]1[CH:14]=[CH:13][C:8]([CH2:9][N:10]=[C:11]=[S:12])=[CH:7][CH:6]=1)([CH3:4])([CH3:3])[CH3:2].[N+:15]([C:18]1[CH:25]=[CH:24][C:21]([CH2:22][NH2:23])=[CH:20][CH:19]=1)([O-])=O, predict the reaction product. The product is: [NH2:15][C:18]1[CH:25]=[CH:24][C:21]([CH2:22][NH:23][C:11]([NH:10][CH2:9][C:8]2[CH:13]=[CH:14][C:5]([C:1]([CH3:4])([CH3:2])[CH3:3])=[CH:6][CH:7]=2)=[S:12])=[CH:20][CH:19]=1. (5) Given the reactants [Cl:1][C:2]1[CH:7]=[C:6]([Cl:8])[CH:5]=[CH:4][C:3]=1[C:9]1[N:10]=[C:11]([CH2:28][CH3:29])[C:12]([NH:17][C@@H:18]2[C:26]3[C:21](=[CH:22][CH:23]=[CH:24][CH:25]=3)[CH2:20][C@@H:19]2O)=[N:13][C:14]=1[CH2:15][CH3:16].Br[C:31]1N=C(CC)C(N[C@@H]2C3C(=CC=CC=3)C[C@@H]2CC)=N[C:36]=1CC, predict the reaction product. The product is: [Cl:1][C:2]1[CH:7]=[C:6]([Cl:8])[CH:5]=[CH:4][C:3]=1[C:9]1[N:10]=[C:11]([CH2:28][CH3:29])[C:12]([NH:17][C@@H:18]2[C:26]3[C:21](=[CH:22][CH:23]=[CH:24][CH:25]=3)[CH2:20][C@@H:19]2[CH2:31][CH3:36])=[N:13][C:14]=1[CH2:15][CH3:16]. (6) Given the reactants [CH2:1]([O:8][C:9]1[CH:13]=[C:12]([C:14]([F:17])([F:16])[F:15])[S:11][C:10]=1C(O)=O)[C:2]1[CH:7]=[CH:6][CH:5]=[CH:4][CH:3]=1, predict the reaction product. The product is: [CH2:1]([O:8][C:9]1[CH:13]=[C:12]([C:14]([F:17])([F:15])[F:16])[S:11][CH:10]=1)[C:2]1[CH:3]=[CH:4][CH:5]=[CH:6][CH:7]=1. (7) The product is: [C:11]1([C:2]2[N:7]=[C:6]([C:8]([OH:10])=[O:9])[CH:5]=[CH:4][CH:3]=2)[CH2:16][CH2:15][CH2:14][CH2:13][CH:12]=1. Given the reactants Br[C:2]1[N:7]=[C:6]([C:8]([OH:10])=[O:9])[CH:5]=[CH:4][CH:3]=1.[C:11]1(B(O)O)[CH2:16][CH2:15][CH2:14][CH2:13][CH:12]=1.C(=O)([O-])[O-].[K+].[K+], predict the reaction product. (8) Given the reactants Cl[C:2]1[N:7]=[C:6]([NH:8][C:9]2[N:14]=[CH:13][C:12]3[N:15]=[C:16]([CH3:21])[N:17]([CH:18]([CH3:20])[CH3:19])[C:11]=3[CH:10]=2)[CH:5]=[CH:4][N:3]=1.[C:22]1(B2OC(C)(C)C(C)(C)O2)[CH2:27][CH2:26][CH2:25][CH2:24][CH:23]=1.C(=O)([O-])[O-].[Cs+].[Cs+], predict the reaction product. The product is: [C:22]1([C:2]2[N:7]=[C:6]([NH:8][C:9]3[N:14]=[CH:13][C:12]4[N:15]=[C:16]([CH3:21])[N:17]([CH:18]([CH3:20])[CH3:19])[C:11]=4[CH:10]=3)[CH:5]=[CH:4][N:3]=2)[CH2:27][CH2:26][CH2:25][CH2:24][CH:23]=1. (9) Given the reactants CC(OI1(OC(C)=O)(OC(C)=O)OC(=O)C2C=CC=CC1=2)=O.[OH:23][CH2:24][CH2:25][CH2:26][C:27]1[CH:32]=[C:31]([C:33]2[CH:38]=[CH:37][C:36]([CH3:39])=[C:35]([CH3:40])[CH:34]=2)[N:30]=[C:29]([C:41]#[N:42])[N:28]=1, predict the reaction product. The product is: [O:23]=[CH:24][CH2:25][CH2:26][C:27]1[CH:32]=[C:31]([C:33]2[CH:38]=[CH:37][C:36]([CH3:39])=[C:35]([CH3:40])[CH:34]=2)[N:30]=[C:29]([C:41]#[N:42])[N:28]=1.